Task: Predict the product of the given reaction.. Dataset: Forward reaction prediction with 1.9M reactions from USPTO patents (1976-2016) (1) Given the reactants Cl[C:2]1[N:7]=[C:6]([N:8]2[CH2:13][CH2:12][O:11][CH2:10][CH2:9]2)[N:5]=[C:4]([N:14]2[C:18]3[CH:19]=[CH:20][CH:21]=[C:22]([O:23][CH3:24])[C:17]=3[N:16]=[C:15]2[CH:25]([F:27])[F:26])[N:3]=1.[NH:28]1[CH2:33][CH2:32][CH:31]([CH2:34][NH:35][C:36](=[O:42])[O:37][C:38]([CH3:41])([CH3:40])[CH3:39])[CH2:30][CH2:29]1, predict the reaction product. The product is: [F:26][CH:25]([F:27])[C:15]1[N:14]([C:4]2[N:5]=[C:6]([N:8]3[CH2:13][CH2:12][O:11][CH2:10][CH2:9]3)[N:7]=[C:2]([N:28]3[CH2:33][CH2:32][CH:31]([CH2:34][NH:35][C:36](=[O:42])[O:37][C:38]([CH3:40])([CH3:39])[CH3:41])[CH2:30][CH2:29]3)[N:3]=2)[C:18]2[CH:19]=[CH:20][CH:21]=[C:22]([O:23][CH3:24])[C:17]=2[N:16]=1. (2) Given the reactants [CH3:1][S:2]([C:4]1[CH:12]=[CH:11][CH:10]=[CH:9][C:5]=1[C:6]([OH:8])=O)=[O:3].CN(C(ON1N=NC2C=CC=CC1=2)=[N+](C)C)C.F[P-](F)(F)(F)(F)F.[CH2:37]([O:39][C:40]([C:42]1([NH2:51])[CH2:50][C:49]2[C:44](=[CH:45][CH:46]=[CH:47][CH:48]=2)[CH2:43]1)=[O:41])[CH3:38].CCN(C(C)C)C(C)C, predict the reaction product. The product is: [CH2:37]([O:39][C:40]([C:42]1([NH:51][C:6](=[O:8])[C:5]2[CH:9]=[CH:10][CH:11]=[CH:12][C:4]=2[S:2]([CH3:1])=[O:3])[CH2:50][C:49]2[C:44](=[CH:45][CH:46]=[CH:47][CH:48]=2)[CH2:43]1)=[O:41])[CH3:38]. (3) Given the reactants O.Cl.[OH:3][C:4]12[C:15]3[C:10](=[C:11]([N+:16]([O-])=O)[CH:12]=[CH:13][CH:14]=3)[C:9](=[O:19])[C:8]1([NH:20][C:21](=[O:25])[CH2:22][CH2:23][CH3:24])[C:7]1[CH:26]=[CH:27][C:28]([CH:30]([CH3:32])[CH3:31])=[CH:29][C:6]=1[O:5]2, predict the reaction product. The product is: [NH2:16][C:11]1[CH:12]=[CH:13][CH:14]=[C:15]2[C:10]=1[C:9](=[O:19])[C:8]1([NH:20][C:21](=[O:25])[CH2:22][CH2:23][CH3:24])[C:7]3[CH:26]=[CH:27][C:28]([CH:30]([CH3:31])[CH3:32])=[CH:29][C:6]=3[O:5][C:4]12[OH:3]. (4) Given the reactants [I:1][C:2]1[C:10]2[C:5](=[CH:6][CH:7]=[C:8]([CH:11]3[CH2:16][CH2:15][N:14]([C:17]([O:19][C:20]([CH3:23])([CH3:22])[CH3:21])=[O:18])[CH2:13][CH2:12]3)[CH:9]=2)[NH:4][N:3]=1, predict the reaction product. The product is: [C:20]([O:19][C:17]([N:14]1[CH2:15][CH2:16][CH:11]([C:8]2[CH:9]=[C:10]3[C:5](=[CH:6][CH:7]=2)[N:4]([C:17]([O:19][C:20]([CH3:23])([CH3:22])[CH3:21])=[O:18])[N:3]=[C:2]3[I:1])[CH2:12][CH2:13]1)=[O:18])([CH3:23])([CH3:22])[CH3:21]. (5) Given the reactants [F:1][C:2]1[CH:3]=[C:4]([CH:6]=[CH:7][CH:8]=1)[NH2:5].S(C1C=CC(C)=CC=1)(O[CH2:13][CH2:14][F:15])(=O)=O.N1C(C)=CC=CC=1C, predict the reaction product. The product is: [F:15][CH2:14][CH2:13][NH:5][C:4]1[CH:6]=[CH:7][CH:8]=[C:2]([F:1])[CH:3]=1. (6) The product is: [C:1]([NH:14][CH2:13][CH2:12][CH2:11][CH2:10][C@@H:9]([C:15]([OH:17])=[O:16])[NH2:8])(=[O:5])[C:2]([CH3:4])=[CH2:3]. Given the reactants [C:1](Cl)(=[O:5])[C:2]([CH3:4])=[CH2:3].Cl.[NH2:8][C@H:9]([C:15]([OH:17])=[O:16])[CH2:10][CH2:11][CH2:12][CH2:13][NH2:14].[OH-].[Na+].C([O-])([O-])=O.[Na+].[Na+], predict the reaction product. (7) Given the reactants Br[CH:2]1[C:8]2=[N:9][C:10]([C:14]3[CH:19]=[CH:18][N:17]=[CH:16][N:15]=3)=[CH:11][C:12](=[O:13])[N:7]2[CH2:6][CH2:5][O:4][CH2:3]1.[NH3:20], predict the reaction product. The product is: [NH2:20][CH:2]1[C:8]2=[N:9][C:10]([C:14]3[CH:19]=[CH:18][N:17]=[CH:16][N:15]=3)=[CH:11][C:12](=[O:13])[N:7]2[CH2:6][CH2:5][O:4][CH2:3]1. (8) Given the reactants Cl[C:2]1[C:11]2[C:6](=[CH:7][CH:8]=[C:9]([Cl:12])[N:10]=2)[N:5]=[CH:4][C:3]=1[C:13](=[O:17])[CH:14]([CH3:16])[CH3:15].[C:18]([O:22][C:23](=[O:38])[NH:24][C@@H:25]1[CH2:30][CH2:29][CH2:28][N:27]([C:31]2[CH:36]=[CH:35][C:34]([NH2:37])=[CH:33][N:32]=2)[CH2:26]1)([CH3:21])([CH3:20])[CH3:19], predict the reaction product. The product is: [C:18]([O:22][C:23](=[O:38])[NH:24][C@@H:25]1[CH2:30][CH2:29][CH2:28][N:27]([C:31]2[CH:36]=[CH:35][C:34]([NH:37][C:2]3[C:11]4[C:6](=[CH:7][CH:8]=[C:9]([Cl:12])[N:10]=4)[N:5]=[CH:4][C:3]=3[C:13](=[O:17])[CH:14]([CH3:16])[CH3:15])=[CH:33][N:32]=2)[CH2:26]1)([CH3:21])([CH3:19])[CH3:20]. (9) Given the reactants [CH2:1]([O:8][C:9]1[CH:14]=[CH:13][CH:12]=[CH:11][C:10]=1[NH:15][C:16](=[O:34])[NH:17][C:18]1[CH:23]=[CH:22][C:21]([CH2:24][C:25]([O:27]C(C)(C)C)=[O:26])=[CH:20][C:19]=1[O:32][CH3:33])[C:2]1[CH:7]=[CH:6][CH:5]=[CH:4][CH:3]=1.C(O)(C(F)(F)F)=O, predict the reaction product. The product is: [CH2:1]([O:8][C:9]1[CH:14]=[CH:13][CH:12]=[CH:11][C:10]=1[NH:15][C:16](=[O:34])[NH:17][C:18]1[CH:23]=[CH:22][C:21]([CH2:24][C:25]([OH:27])=[O:26])=[CH:20][C:19]=1[O:32][CH3:33])[C:2]1[CH:7]=[CH:6][CH:5]=[CH:4][CH:3]=1. (10) Given the reactants C(#N)C.[CH3:4][O:5][C:6]1[CH:7]=[CH:8][CH:9]=[CH:10][C:11]=1[O:12][CH2:13][CH2:14][NH:15][CH2:16][CH:17]([OH:33])[CH2:18][O:19][C:20]1[CH:21]=[CH:22][CH:23]=[C:24]2[NH:32][C:31]3[CH:30]=[CH:29][CH:28]=[CH:27][C:26]=3[C:25]=12.[P:34](=[O:38])([OH:37])([OH:36])[OH:35], predict the reaction product. The product is: [CH3:4][O:5][C:6]1[C:11]([O:12][CH2:13][CH2:14][NH:15][CH2:16][CH:17]([OH:33])[CH2:18][O:19][C:20]2[C:25]3[C:26]4[C:31]([NH:32][C:24]=3[CH:23]=[CH:22][CH:21]=2)=[CH:30][CH:29]=[CH:28][CH:27]=4)=[CH:10][CH:9]=[CH:8][CH:7]=1.[CH3:4][O:5][C:6]1[C:11]([O:12][CH2:13][CH2:14][NH:15][CH2:16][CH:17]([OH:33])[CH2:18][O:19][C:20]2[C:25]3[C:26]4[C:31]([NH:32][C:24]=3[CH:23]=[CH:22][CH:21]=2)=[CH:30][CH:29]=[CH:28][CH:27]=4)=[CH:10][CH:9]=[CH:8][CH:7]=1.[OH2:35].[OH:36][P:34]([OH:38])([OH:37])=[O:35].[OH:36][P:34]([OH:38])([OH:37])=[O:35].